From a dataset of Forward reaction prediction with 1.9M reactions from USPTO patents (1976-2016). Predict the product of the given reaction. (1) Given the reactants [Br:1][C:2]1[CH:3]=[C:4]2[C:8](=[CH:9][CH:10]=1)[NH:7][CH:6]=[C:5]2[CH3:11].Br[C:13]1[CH:18]=[CH:17][C:16]([F:19])=[CH:15][CH:14]=1.[OH-].[K+].CCOCC, predict the reaction product. The product is: [Br:1][C:2]1[CH:3]=[C:4]2[C:8](=[CH:9][CH:10]=1)[N:7]([C:13]1[CH:18]=[CH:17][C:16]([F:19])=[CH:15][CH:14]=1)[CH:6]=[C:5]2[CH3:11]. (2) Given the reactants [CH:1]([Si:4]([CH:18]([CH3:20])[CH3:19])([CH:15]([CH3:17])[CH3:16])[O:5][C:6]1[CH:14]=[CH:13][CH:12]=[C:11]2[C:7]=1[CH:8]=[CH:9][NH:10]2)([CH3:3])[CH3:2].[C:21]1(=O)[CH2:25][CH2:24][CH2:23][CH2:22]1, predict the reaction product. The product is: [C:21]1([C:9]2[NH:10][C:11]3[CH:12]=[CH:13][CH:14]=[C:6]([OH:5])[C:7]=3[CH:8]=2)[CH2:25][CH2:24][CH2:23][CH:22]=1.[C:21]1([C:9]2[NH:10][C:11]3[C:7]([CH:8]=2)=[C:6]([O:5][Si:4]([CH:1]([CH3:3])[CH3:2])([CH:15]([CH3:17])[CH3:16])[CH:18]([CH3:20])[CH3:19])[CH:14]=[CH:13][CH:12]=3)[CH2:25][CH2:24][CH2:23][CH:22]=1.